This data is from Experimentally validated miRNA-target interactions with 360,000+ pairs, plus equal number of negative samples. The task is: Binary Classification. Given a miRNA mature sequence and a target amino acid sequence, predict their likelihood of interaction. (1) The miRNA is hsa-miR-224-3p with sequence AAAAUGGUGCCCUAGUGACUACA. The protein sequence of the target gene is MSTSSLRRQMKNIVHNYSEAEIKVREATSNDPWGPSSSLMSEIADLTYNVVAFSEIMSMIWKRLNDHGKNWRHVYKAMTLMEYLIKTGSERVSQQCKENMYAVQTLKDFQYVDRDGKDQGVNVREKAKQLVALLRDEDRLREERAHALKTKEKLAQTATASSAAVGSGPPPEAEQAWPQSSGEEELQLQLALAMSKEEADQPPSCGPEDDAQLQLALSLSREEHDKEERIRRGDDLRLQMAIEESKRETGGKEESSLMDLADVFTAPAPAPTTDPWGGPAPMAAAVPTAAPTSDPWGGPP.... Result: 0 (no interaction). (2) The miRNA is hsa-miR-361-5p with sequence UUAUCAGAAUCUCCAGGGGUAC. The protein sequence of the target gene is MDKEYVGFAALPNQLHRKSVKKGFDFTLMVAGESGLGKSTLINSLFLTNLYEDRQVPEASARLTQTLAIERRGVEIEEGGVKVKLTLVDTPGFGDSVDCSDCWLPVVKFIEEQFEQYLRDESGLNRKNIQDSRVHCCLYFISPFGRGLRPLDVAFLRAVHEKVNIIPVIGKADALMPQETQALKQKIRDQLKEEEIHIYQFPECDSDEDEDFKRQDAEMKESIPFAVVGSCEVVRDGGNRPVRGRRYSWGTVEVENPHHCDFLNLRRMLVQTHLQDLKEVTHDLLYEGYRARCLQSLARP.... Result: 0 (no interaction). (3) The miRNA is hsa-miR-492 with sequence AGGACCUGCGGGACAAGAUUCUU. The protein sequence of the target gene is MNLPRAERPRSTPQRSLRDSDGEDGKIDVLGEEEDEDEVEDEEEEASQKFLEQSLQPGLQVARWGGVALPREHIEGGGPSDPSEFGTEFRAPPRSAAASEDARQPAKPPYSYIALITMAILQSPHKRLTLSGICAFISGRFPYYRRKFPAWQNSIRHNLSLNDCFVKIPREPGHPGKGTYWSLDPASQDMFDNGSFLRRRKRFKRHQLTPGAHLPHPFPLPAAHAALHNPRPGPLLGAPALPQPVPGAYPNTAPGRRPYALLHPHPPRYLLLSAPAYAGAPKKAEGADLATPGTLPVLQP.... Result: 0 (no interaction). (4) The miRNA is bta-miR-221 with sequence AGCUACAUUGUCUGCUGGGUUU. The protein sequence of the target gene is MLPTGEGAEGQDWHLDMQLPSKVVLSAAALLLVTAAYKLYKSRPAPVGQAGRNNKDHKAENETEALGQLAFQEAPPGTLPRGRRRRKASKGAGTSLDYSLVDPEDPCILDISRSEEATRKGSDESQGRQCPDSQQVPPPCGGQEAGTDVRGKPNPPHLPHSGCEPTSSSGRLIPGVGGSCVGDKLSPWPDSRPPEETGSGDLEAPNGWTDLTLVNGDMNQSWIFTHMTGVSRGEAGVLQAAADMGLATQQQEGATNASHTFSSVARIRMEENIIQKAEGPGLKGRVYDYFVESTSKADSR.... Result: 0 (no interaction).